This data is from Catalyst prediction with 721,799 reactions and 888 catalyst types from USPTO. The task is: Predict which catalyst facilitates the given reaction. (1) Reactant: [CH2:1]([O:3][C:4](=[O:28])[C:5]([O:8][C:9]1[CH:14]=[CH:13][C:12]([O:15][C:16]2[CH:21]=[CH:20][C:19]([N+:22]([O-])=O)=[C:18]([C:25]#[N:26])[CH:17]=2)=[CH:11][C:10]=1[CH3:27])([CH3:7])[CH3:6])[CH3:2]. Product: [CH2:1]([O:3][C:4](=[O:28])[C:5]([O:8][C:9]1[CH:14]=[CH:13][C:12]([O:15][C:16]2[CH:21]=[CH:20][C:19]([NH2:22])=[C:18]([C:25]#[N:26])[CH:17]=2)=[CH:11][C:10]=1[CH3:27])([CH3:6])[CH3:7])[CH3:2]. The catalyst class is: 14. (2) Reactant: [NH:1]([C:3]1[CH:8]=[C:7]([C:9]2[CH:14]=[CH:13][CH:12]=[CH:11][CH:10]=2)[N:6]=[C:5]([CH3:15])[N:4]=1)[NH2:2].[CH3:16][O:17][C:18]1[CH:23]=[CH:22][C:21]([C:24](=O)[CH3:25])=[CH:20][CH:19]=1. Product: [CH3:16][O:17][C:18]1[CH:23]=[CH:22][C:21]([C:24](=[N:2][NH:1][C:3]2[CH:8]=[C:7]([C:9]3[CH:14]=[CH:13][CH:12]=[CH:11][CH:10]=3)[N:6]=[C:5]([CH3:15])[N:4]=2)[CH3:25])=[CH:20][CH:19]=1. The catalyst class is: 8. (3) Reactant: [CH3:1][O:2][C:3](=[O:34])[CH:4]([NH:11][CH2:12][C:13]1[CH:18]=[CH:17][C:16]([O:19][CH2:20][CH2:21][C:22]2[N:23]=[C:24]([C:28]3[CH:33]=[CH:32][CH:31]=[CH:30][CH:29]=3)[O:25][C:26]=2[CH3:27])=[CH:15][CH:14]=1)[C:5]1[CH:10]=[CH:9][CH:8]=[CH:7][CH:6]=1.C=O.[CH3:37]C(O)=O.C([BH3-])#N.[Na+]. Product: [CH3:1][O:2][C:3](=[O:34])[C:4]([CH3:37])([NH:11][CH2:12][C:13]1[CH:18]=[CH:17][C:16]([O:19][CH2:20][CH2:21][C:22]2[N:23]=[C:24]([C:28]3[CH:33]=[CH:32][CH:31]=[CH:30][CH:29]=3)[O:25][C:26]=2[CH3:27])=[CH:15][CH:14]=1)[C:5]1[CH:10]=[CH:9][CH:8]=[CH:7][CH:6]=1. The catalyst class is: 23. (4) Reactant: C([N-]C(C)C)(C)C.[Li+].[N:9]1[C:14]([CH3:15])=[CH:13][C:12]([CH3:16])=[CH:11][C:10]=1[CH3:17].C([O:20][C:21](=O)[O:22]CC)C.[Li+].[OH-]. Product: [CH3:17][C:10]1[CH:11]=[C:12]([CH2:16][C:21]([OH:22])=[O:20])[CH:13]=[C:14]([CH3:15])[N:9]=1. The catalyst class is: 1. (5) Reactant: [Br:1][C:2]1[CH:7]=[CH:6][C:5]([CH:8]([OH:10])[CH3:9])=[C:4]([CH3:11])[CH:3]=1.[C:12]1(O)[CH:17]=[CH:16][CH:15]=[CH:14][CH:13]=1.C1(P(C2C=CC=CC=2)C2C=CC=CC=2)C=CC=CC=1.N(C(OC(C)C)=O)=NC(OC(C)C)=O. Product: [Br:1][C:2]1[CH:7]=[CH:6][C:5]([CH:8]([O:10][C:12]2[CH:17]=[CH:16][CH:15]=[CH:14][CH:13]=2)[CH3:9])=[C:4]([CH3:11])[CH:3]=1. The catalyst class is: 30. (6) Reactant: ClC1C=CC=C(C(OO)=[O:9])C=1.[CH2:12]([O:19][C:20]1[CH:25]=[CH:24][C:23]([O:26][CH2:27][C:28]([CH3:30])=[CH2:29])=[CH:22][CH:21]=1)[C:13]1[CH:18]=[CH:17][CH:16]=[CH:15][CH:14]=1.[O-]S([O-])=O.[Na+].[Na+]. Product: [CH2:12]([O:19][C:20]1[CH:21]=[CH:22][C:23]([O:26][CH2:27][C:28]2([CH3:30])[CH2:29][O:9]2)=[CH:24][CH:25]=1)[C:13]1[CH:14]=[CH:15][CH:16]=[CH:17][CH:18]=1. The catalyst class is: 2. (7) Reactant: Cl.[NH2:2][C:3]1([C:8]([O:10][CH3:11])=[O:9])[CH2:7][CH2:6][CH2:5][CH2:4]1.[F:12][C:13]1[CH:14]=[C:15]([CH:20]=[C:21]([F:23])[CH:22]=1)[C:16](=[O:19])[CH2:17]Br.Cl. Product: [F:12][C:13]1[CH:14]=[C:15]([C:16](=[O:19])[CH2:17][NH:2][C:3]2([C:8]([O:10][CH3:11])=[O:9])[CH2:7][CH2:6][CH2:5][CH2:4]2)[CH:20]=[C:21]([F:23])[CH:22]=1. The catalyst class is: 3. (8) Reactant: [C:1]1([CH:7]([C:16]2[CH:21]=[CH:20][CH:19]=[CH:18][CH:17]=2)[N:8]2[CH2:11][C:10]([OH:15])([C:12](N)=[O:13])[CH2:9]2)[CH:6]=[CH:5][CH:4]=[CH:3][CH:2]=1.[OH-:22].[Na+]. Product: [C:1]1([CH:7]([C:16]2[CH:21]=[CH:20][CH:19]=[CH:18][CH:17]=2)[N:8]2[CH2:11][C:10]([OH:15])([C:12]([OH:22])=[O:13])[CH2:9]2)[CH:6]=[CH:5][CH:4]=[CH:3][CH:2]=1. The catalyst class is: 40.